This data is from Reaction yield outcomes from USPTO patents with 853,638 reactions. The task is: Predict the reaction yield, written as a fraction of the theoretical maximum amount of product (1.0 means a 100% yield; for example, 0.34 means a 34% yield). The reactants are Cl.[CH3:2][N:3]1[CH2:8][CH2:7][N:6]([CH2:9][CH2:10][N:11]([C:16]2[CH:17]=[C:18]([CH:22]=[CH:23][C:24]=2[C:25]([F:28])([F:27])[F:26])[C:19]([OH:21])=[O:20])[S:12]([CH3:15])(=[O:14])=[O:13])[CH2:5][CH2:4]1.[Cl:29][C:30]1[CH:31]=[N+:32]([O-:55])[CH:33]=[C:34]([Cl:54])[C:35]=1[CH2:36][C@@H:37]([C:39]1[CH:44]=[CH:43][C:42]([O:45][CH:46]([F:48])[F:47])=[C:41]([O:49][CH2:50][CH:51]2[CH2:53][CH2:52]2)[CH:40]=1)O.C(Cl)CCl.Cl. The catalyst is CN(C1C=CN=CC=1)C.C(Cl)Cl. The product is [Cl:29][C:30]1[CH:31]=[N+:32]([O-:55])[CH:33]=[C:34]([Cl:54])[C:35]=1[CH2:36][C@@H:37]([C:39]1[CH:44]=[CH:43][C:42]([O:45][CH:46]([F:48])[F:47])=[C:41]([O:49][CH2:50][CH:51]2[CH2:53][CH2:52]2)[CH:40]=1)[O:20][C:19](=[O:21])[C:18]1[CH:22]=[CH:23][C:24]([C:25]([F:28])([F:26])[F:27])=[C:16]([N:11]([CH2:10][CH2:9][N:6]2[CH2:7][CH2:8][N:3]([CH3:2])[CH2:4][CH2:5]2)[S:12]([CH3:15])(=[O:14])=[O:13])[CH:17]=1. The yield is 0.482.